This data is from Full USPTO retrosynthesis dataset with 1.9M reactions from patents (1976-2016). The task is: Predict the reactants needed to synthesize the given product. (1) Given the product [NH2:1][C:4]1[CH:5]=[C:6]([C:22]([O:24][CH3:27])=[O:23])[C:7]2[CH2:8][CH2:9][N:10]([CH:15]([CH2:19][CH2:20][CH3:21])[CH2:16][CH2:17][CH3:18])[C:11](=[O:14])[C:12]=2[CH:13]=1, predict the reactants needed to synthesize it. The reactants are: [N+:1]([C:4]1[CH:5]=[C:6]([C:22]([O-:24])=[O:23])[C:7]2[CH2:8][CH2:9][N:10]([CH:15]([CH2:19][CH2:20][CH3:21])[CH2:16][CH2:17][CH3:18])[C:11](=[O:14])[C:12]=2[CH:13]=1)([O-])=O.[H][H].[CH3:27]O. (2) Given the product [Br:34][C:35]1[CH:36]=[N:37][C:38]([O:24][CH2:23][CH2:22][O:21][C:17]2[C:16]([C:25]3[CH:30]=[CH:29][C:28]([CH3:31])=[CH:27][CH:26]=3)=[C:15]([NH:14][S:11]([C:8]3[CH:7]=[CH:6][C:5]([C:1]([CH3:4])([CH3:3])[CH3:2])=[CH:10][CH:9]=3)(=[O:12])=[O:13])[N:19]([CH3:20])[N:18]=2)=[N:39][CH:40]=1, predict the reactants needed to synthesize it. The reactants are: [C:1]([C:5]1[CH:10]=[CH:9][C:8]([S:11]([NH:14][C:15]2[N:19]([CH3:20])[N:18]=[C:17]([O:21][CH2:22][CH2:23][OH:24])[C:16]=2[C:25]2[CH:30]=[CH:29][C:28]([CH3:31])=[CH:27][CH:26]=2)(=[O:13])=[O:12])=[CH:7][CH:6]=1)([CH3:4])([CH3:3])[CH3:2].[H-].[Na+].[Br:34][C:35]1[CH:36]=[N:37][C:38](Cl)=[N:39][CH:40]=1.CC(N(C)C)=O. (3) Given the product [CH:1]1([CH2:4][N:5]([C:6]2[CH:11]=[CH:10][C:9]([N+:12]([O-:14])=[O:13])=[C:8]([C:15]([F:16])([F:17])[F:18])[CH:7]=2)[CH2:20][CH2:21][OH:22])[CH2:3][CH2:2]1, predict the reactants needed to synthesize it. The reactants are: [CH:1]1([CH2:4][NH:5][C:6]2[CH:11]=[CH:10][C:9]([N+:12]([O-:14])=[O:13])=[C:8]([C:15]([F:18])([F:17])[F:16])[CH:7]=2)[CH2:3][CH2:2]1.Br[CH2:20][CH2:21][O:22][Si](C(C)(C)C)(C)C. (4) Given the product [F:3][C:2]([F:5])([F:4])[CH2:1][O:6][CH2:20][CH2:21][O:22][CH2:23][CH2:24][O:25][CH2:26][CH2:27][O:28][CH2:29][CH2:30][O:31][CH2:32][CH2:33][O:34][CH2:35][CH2:36][O:37][CH2:38][C:39]1[CH:40]=[CH:41][CH:42]=[CH:43][CH:44]=1, predict the reactants needed to synthesize it. The reactants are: [CH2:1]([OH:6])[C:2]([F:5])([F:4])[F:3].[H-].[Na+].CC1C=CC(S(O[CH2:20][CH2:21][O:22][CH2:23][CH2:24][O:25][CH2:26][CH2:27][O:28][CH2:29][CH2:30][O:31][CH2:32][CH2:33][O:34][CH2:35][CH2:36][O:37][CH2:38][C:39]2[CH:44]=[CH:43][CH:42]=[CH:41][CH:40]=2)(=O)=O)=CC=1.